This data is from Forward reaction prediction with 1.9M reactions from USPTO patents (1976-2016). The task is: Predict the product of the given reaction. (1) The product is: [CH3:15][C@H:4]1[C@H:3]([CH3:16])[C@@H:2]([NH:1][C:18]2[CH:23]=[CH:22][C:21]([CH3:24])=[CH:20][CH:19]=2)[C:11]2[C:6](=[CH:7][CH:8]=[CH:9][CH:10]=2)[N:5]1[C:12](=[O:14])[CH3:13]. Given the reactants [NH2:1][C@H:2]1[C:11]2[C:6](=[CH:7][CH:8]=[CH:9][CH:10]=2)[N:5]([C:12](=[O:14])[CH3:13])[C@@H:4]([CH3:15])[C@@H:3]1[CH3:16].Br[C:18]1[CH:23]=[CH:22][C:21]([CH3:24])=[CH:20][CH:19]=1.CN(C1C(C2C(P(C3CCCCC3)C3CCCCC3)=CC=CC=2)=CC=CC=1)C.CC(C)([O-])C.[Na+], predict the reaction product. (2) The product is: [ClH:12].[Cl:12][C:11]1[CH:7]=[C:3]([C:4]([NH2:6])=[O:5])[C:1](=[NH:2])[N:24]([CH2:23][C:21]2[CH:22]=[C:17]([F:16])[CH:18]=[CH:19][C:20]=2[S:25]([N:28]2[CH2:33][CH2:32][CH2:31][CH2:30][CH2:29]2)(=[O:27])=[O:26])[CH:10]=1. Given the reactants [C:1]([CH:3]([CH:7]1[C:11]([Cl:12])=[C:10](Cl)C(=O)O1)[C:4]([NH2:6])=[O:5])#[N:2].Cl.[F:16][C:17]1[CH:18]=[CH:19][C:20]([S:25]([N:28]2[CH2:33][CH2:32][CH2:31][CH2:30][CH2:29]2)(=[O:27])=[O:26])=[C:21]([CH2:23][NH2:24])[CH:22]=1.C(=O)([O-])[O-].[K+].[K+], predict the reaction product. (3) Given the reactants [Cl:1][C:2]1[N:3]=[CH:4][C:5]2[NH:11][C:10](=[O:12])[C:9]([CH2:14][CH3:15])([F:13])[CH2:8][N:7]([CH:16]3[CH2:20][CH2:19][CH2:18][CH2:17]3)[C:6]=2[N:21]=1.[H-].[Na+].[CH3:24]I, predict the reaction product. The product is: [Cl:1][C:2]1[N:3]=[CH:4][C:5]2[N:11]([CH3:24])[C:10](=[O:12])[C:9]([CH2:14][CH3:15])([F:13])[CH2:8][N:7]([CH:16]3[CH2:17][CH2:18][CH2:19][CH2:20]3)[C:6]=2[N:21]=1. (4) The product is: [Cl:12][C:6]1[CH:7]=[CH:8][CH:9]=[C:10]2[C:5]=1[C:4](=[O:13])[NH:3][C:2]([N:18]1[CH2:19][CH2:20][N:15]([CH3:14])[CH2:16][CH2:17]1)=[CH:11]2. Given the reactants Cl[C:2]1[NH:3][C:4](=[O:13])[C:5]2[C:10]([CH:11]=1)=[CH:9][CH:8]=[CH:7][C:6]=2[Cl:12].[CH3:14][N:15]1[CH2:20][CH2:19][NH:18][CH2:17][CH2:16]1, predict the reaction product. (5) Given the reactants [NH2:1][C:2]1[C:11]([N:12]2[CH2:17][CH2:16][O:15][CH2:14][CH2:13]2)=[CH:10][C:9]2[C:4](=[CH:5][CH:6]=[C:7]([C:18]3[C:23]([CH3:24])=[CH:22][CH:21]=[CH:20][C:19]=3[C:25]([C:27]3[CH:32]=[CH:31][CH:30]=[CH:29][CH:28]=3)=O)[CH:8]=2)[N:3]=1.[Cl-].[OH:34][NH3+:35], predict the reaction product. The product is: [NH2:1][C:2]1[C:11]([N:12]2[CH2:17][CH2:16][O:15][CH2:14][CH2:13]2)=[CH:10][C:9]2[C:4](=[CH:5][CH:6]=[C:7]([C:18]3[C:23]([CH3:24])=[CH:22][CH:21]=[CH:20][C:19]=3[C:25]([C:27]3[CH:28]=[CH:29][CH:30]=[CH:31][CH:32]=3)=[N:35][OH:34])[CH:8]=2)[N:3]=1. (6) Given the reactants Cl.[Cl:2][C:3]1[CH:8]=[C:7]([C:9]2[CH:14]=[CH:13][CH:12]=[C:11]([Cl:15])[CH:10]=2)[N:6]=[C:5]2[CH2:16][CH2:17][CH2:18][C:4]=12.[F:19][C:20]([F:30])([F:29])[CH2:21][C:22]1[CH:28]=[CH:27][C:25]([NH2:26])=[CH:24][CH:23]=1, predict the reaction product. The product is: [ClH:2].[Cl:15][C:11]1[CH:10]=[C:9]([C:7]2[N:6]=[C:5]3[CH2:16][CH2:17][CH2:18][C:4]3=[C:3]([NH:26][C:25]3[CH:27]=[CH:28][C:22]([CH2:21][C:20]([F:19])([F:29])[F:30])=[CH:23][CH:24]=3)[CH:8]=2)[CH:14]=[CH:13][CH:12]=1. (7) Given the reactants Cl.[Br:2][C:3]1[CH:4]=[C:5]([Cl:12])[C:6]([CH:9]([CH3:11])[NH2:10])=[N:7][CH:8]=1.C(N(CC)CC)C.[Cl:20][C:21]1[N:29]=[CH:28][CH:27]=[C:26]([Cl:30])[C:22]=1[C:23](Cl)=[O:24], predict the reaction product. The product is: [Br:2][C:3]1[CH:4]=[C:5]([Cl:12])[C:6]([CH:9]([NH:10][C:23]([C:22]2[C:21]([Cl:20])=[N:29][CH:28]=[CH:27][C:26]=2[Cl:30])=[O:24])[CH3:11])=[N:7][CH:8]=1. (8) Given the reactants [CH3:1][O:2][C:3]1[CH:4]=[C:5]([CH:9]=[C:10]([O:14][CH3:15])[C:11]=1[O:12][CH3:13])[C:6](Cl)=[O:7].[CH3:16][O:17][C:18]1[CH:23]=[CH:22][CH:21]=[C:20]([O:24]C)[C:19]=1[O:26][CH3:27].[Cl-].[Al+3].[Cl-].[Cl-].COC1C=CC(OC)=CC=1C(C1C=C(OC)C=C(OC)C=1)=O, predict the reaction product. The product is: [OH:24][C:20]1[C:19]([O:26][CH3:27])=[C:18]([O:17][CH3:16])[CH:23]=[CH:22][C:21]=1[C:6]([C:5]1[CH:4]=[C:3]([O:2][CH3:1])[C:11]([O:12][CH3:13])=[C:10]([O:14][CH3:15])[CH:9]=1)=[O:7]. (9) Given the reactants [C:1]1(CCC(O)C)C=CC=CC=1.[CH2:12]1[CH:17]2[CH:18]3[NH+]([O-])[CH:15]([CH2:16]2)[CH2:14][CH:13]1[CH2:19]3.[Br-].[K+].Cl.OO.[C:27](=[O:30])([O-])[O-].[Na+].[Na+].S([O-])([O-])(=O)=S.[Na+].[Na+], predict the reaction product. The product is: [CH3:12][C@H:17]1[CH2:16][C@@H:27]([OH:30])[C@H:13]([CH:14]([CH3:15])[CH3:1])[CH2:19][CH2:18]1. (10) Given the reactants [CH:1]([O:4][C:5]([N:7]1[CH2:12][CH2:11][CH:10]([O:13][C:14]2[C:19]([CH3:20])=[C:18](Cl)[N:17]=[CH:16][N:15]=2)[CH2:9][CH2:8]1)=[O:6])([CH3:3])[CH3:2].[F:22][C:23]1[CH:28]=[C:27]([O:29][CH2:30][CH2:31][O:32][CH:33]([CH3:35])[CH3:34])[CH:26]=[CH:25][C:24]=1[OH:36].C([O-])([O-])=O.[K+].[K+], predict the reaction product. The product is: [CH:1]([O:4][C:5]([N:7]1[CH2:12][CH2:11][CH:10]([O:13][C:14]2[C:19]([CH3:20])=[C:18]([O:36][C:24]3[CH:25]=[CH:26][C:27]([O:29][CH2:30][CH2:31][O:32][CH:33]([CH3:34])[CH3:35])=[CH:28][C:23]=3[F:22])[N:17]=[CH:16][N:15]=2)[CH2:9][CH2:8]1)=[O:6])([CH3:3])[CH3:2].